This data is from Full USPTO retrosynthesis dataset with 1.9M reactions from patents (1976-2016). The task is: Predict the reactants needed to synthesize the given product. (1) Given the product [N:8]([CH2:7][CH2:6][CH2:5][CH2:4][CH2:3][C:2]([CH3:1])([C:17]1[CH:18]=[CH:19][CH:20]=[CH:21][CH:22]=1)[CH2:9][O:10][CH:11]1[CH2:16][CH2:15][CH2:14][CH2:13][O:12]1)=[C:31]=[O:33], predict the reactants needed to synthesize it. The reactants are: [CH3:1][C:2]([C:17]1[CH:22]=[CH:21][CH:20]=[CH:19][CH:18]=1)([CH2:9][O:10][CH:11]1[CH2:16][CH2:15][CH2:14][CH2:13][O:12]1)[CH2:3][CH2:4][CH2:5][CH2:6][CH2:7][NH2:8].CCN(CC)CC.Cl[C:31](Cl)([O:33]C(=O)OC(Cl)(Cl)Cl)Cl. (2) Given the product [F:31][C:30]([F:33])([F:32])[C:3]1[CH:4]=[C:5]([CH:42]=[C:43]([C:45]([F:48])([F:47])[F:46])[CH:44]=1)[CH2:6][N:7]([CH2:23][C:24]1[CH:29]=[C:28]([C:30]([F:32])([F:31])[F:33])[CH:27]=[CH:26][C:25]=1[C:51]1[CH:56]=[CH:55][CH:54]=[CH:53][CH:52]=1)[C:8]1[N:13]=[CH:12][C:11]([O:14][CH2:15][CH2:16][CH2:17][C:18]([O:20][CH2:21][CH3:22])=[O:19])=[CH:10][N:9]=1, predict the reactants needed to synthesize it. The reactants are: FC(F)(F)[C:3]1[CH:4]=[C:5]([CH:42]=[C:43]([C:45]([F:48])([F:47])[F:46])[CH:44]=1)[CH2:6][N:7]([CH2:23][C:24]1[CH:29]=[C:28]([C:30]([F:33])([F:32])[F:31])[CH:27]=[CH:26][C:25]=1OS(C(F)(F)F)(=O)=O)[C:8]1[N:13]=[CH:12][C:11]([O:14][CH2:15][CH2:16][CH2:17][C:18]([O:20][CH2:21][CH3:22])=[O:19])=[CH:10][N:9]=1.[C:51]1(B(O)O)[CH:56]=[CH:55][CH:54]=[CH:53][CH:52]=1.C(=O)([O-])[O-].[Cs+].[Cs+].O. (3) Given the product [Cl:1][C:2]1[N:3]=[C:4]([C:10]#[N:11])[CH:5]=[CH:6][C:7]=1[OH:8], predict the reactants needed to synthesize it. The reactants are: [Cl:1][C:2]1[C:7]([OH:8])=[CH:6][CH:5]=[C:4](I)[N:3]=1.[CH3:10][N:11](C=O)C. (4) Given the product [C:46]12([CH2:56][S:57]([OH:60])(=[O:58])=[O:59])[C:53]([CH3:55])([CH3:54])[CH:50]([CH2:51][CH2:52]1)[CH2:49][C:47]2=[O:48].[CH2:1]([N:3]1[C:7]2=[N:8][C:9]([CH2:44][CH3:45])=[C:10]([CH2:19][NH:20][C:21](=[O:43])[C:22]3[CH:27]=[CH:26][C:25]([NH:28][C:29](=[O:42])[CH2:30][CH2:31][CH2:32][CH2:33][CH2:34][CH2:35][CH2:36][N:37]([CH2:39][CH2:40][OH:41])[CH3:38])=[CH:24][CH:23]=3)[C:11]([NH:12][CH:13]3[CH2:14][CH2:15][O:16][CH2:17][CH2:18]3)=[C:6]2[CH:5]=[N:4]1)[CH3:2], predict the reactants needed to synthesize it. The reactants are: [CH2:1]([N:3]1[C:7]2=[N:8][C:9]([CH2:44][CH3:45])=[C:10]([CH2:19][NH:20][C:21](=[O:43])[C:22]3[CH:27]=[CH:26][C:25]([NH:28][C:29](=[O:42])[CH2:30][CH2:31][CH2:32][CH2:33][CH2:34][CH2:35][CH2:36][N:37]([CH2:39][CH2:40][OH:41])[CH3:38])=[CH:24][CH:23]=3)[C:11]([NH:12][CH:13]3[CH2:18][CH2:17][O:16][CH2:15][CH2:14]3)=[C:6]2[CH:5]=[N:4]1)[CH3:2].[C:46]12([CH2:56][S:57]([OH:60])(=[O:59])=[O:58])[C:53]([CH3:55])([CH3:54])[CH:50]([CH2:51][CH2:52]1)[CH2:49][C:47]2=[O:48]. (5) Given the product [Cl:21][C:22]1[N:27]=[C:26]([C:9]2[NH:8][C:16]3[C:11]([CH:10]=2)=[C:12]([F:17])[CH:13]=[CH:14][CH:15]=3)[C:25]([OH:29])=[CH:24][CH:23]=1, predict the reactants needed to synthesize it. The reactants are: C(OC([N:8]1[C:16]2[C:11](=[C:12]([F:17])[CH:13]=[CH:14][CH:15]=2)[CH:10]=[C:9]1B(O)O)=O)(C)(C)C.[Cl:21][C:22]1[N:27]=[C:26](I)[C:25]([OH:29])=[CH:24][CH:23]=1.C([O-])(O)=O.[Na+].